This data is from Forward reaction prediction with 1.9M reactions from USPTO patents (1976-2016). The task is: Predict the product of the given reaction. (1) Given the reactants [CH:1]([N:5]1[C:13]2[CH:12]=[C:11]([Cl:14])[N:10]=[CH:9][C:8]=2[C:7]([NH:15][CH2:16][CH2:17][NH:18][C:19](=[O:22])[CH2:20]Cl)=[N:6]1)([CH2:3][CH3:4])[CH3:2].C(=O)(O)[O-].[Na+].[I-].[K+], predict the reaction product. The product is: [CH:1]([N:5]1[C:13]2[CH:12]=[C:11]([Cl:14])[N:10]=[CH:9][C:8]=2[C:7]([N:15]2[CH2:16][CH2:17][NH:18][C:19](=[O:22])[CH2:20]2)=[N:6]1)([CH2:3][CH3:4])[CH3:2]. (2) Given the reactants [Cl:1][C:2]1[C:7]([C:8]([O:10][N:11]=[C:12]([NH2:15])[CH2:13][CH3:14])=[O:9])=[C:6](Cl)[N:5]=[CH:4][N:3]=1.[NH3:17].C(Cl)Cl.CO, predict the reaction product. The product is: [NH2:17][C:6]1[C:7]([C:8]([O:10][N:11]=[C:12]([NH2:15])[CH2:13][CH3:14])=[O:9])=[C:2]([Cl:1])[N:3]=[CH:4][N:5]=1. (3) Given the reactants C([Si](C)(C)[N:6]1[C:14]2[C:9](=[CH:10][CH:11]=[C:12]([O:15][Si](C(C)(C)C)(C)C)[CH:13]=2)[C:8]([CH3:23])=[CH:7]1)(C)(C)C.O.[F-].C([N+](CCCC)(CCCC)CCCC)CCC, predict the reaction product. The product is: [CH3:23][C:8]1[C:9]2[C:14](=[CH:13][C:12]([OH:15])=[CH:11][CH:10]=2)[NH:6][CH:7]=1.